This data is from Catalyst prediction with 721,799 reactions and 888 catalyst types from USPTO. The task is: Predict which catalyst facilitates the given reaction. (1) Reactant: B(O)(O)[C:2]1[CH:3]=[CH:4][C:5]([CH3:8])=[CH:6][CH:7]=1.Br[C:12]1[CH:17]=[CH:16][C:15]([N:18]2[CH:22]=[CH:21][CH:20]=[N:19]2)=[CH:14][CH:13]=1.CC#N.C(=O)([O-])[O-].[Na+].[Na+]. Product: [CH3:8][C:5]1[CH:6]=[CH:7][C:2]([C:12]2[CH:17]=[CH:16][C:15]([N:18]3[CH:22]=[CH:21][CH:20]=[N:19]3)=[CH:14][CH:13]=2)=[CH:3][CH:4]=1. The catalyst class is: 1. (2) Reactant: [C:1]([C:5]1[C:6]([O:24]C)=[C:7]([C:12]([CH3:23])=[C:13]([NH:15][C:16]2[CH:21]=[CH:20][C:19]([Cl:22])=[CH:18][CH:17]=2)[CH:14]=1)[C:8]([O:10]C)=[O:9])([CH3:4])([CH3:3])[CH3:2].[C:26]([BH3-])#N.[Na+].C=O.C(O)(=O)C. Product: [C:1]([C:5]1[C:6]([OH:24])=[C:7]([C:12]([CH3:23])=[C:13]([N:15]([C:16]2[CH:17]=[CH:18][C:19]([Cl:22])=[CH:20][CH:21]=2)[CH3:26])[CH:14]=1)[C:8]([OH:10])=[O:9])([CH3:3])([CH3:2])[CH3:4]. The catalyst class is: 23. (3) Reactant: FC(F)(F)C(O)=O.[CH:8]1([CH:11]([C:13]2[CH:18]=[CH:17][C:16]([Cl:19])=[CH:15][C:14]=2[Cl:20])O)[CH2:10][CH2:9]1.[CH3:21][S:22][CH2:23][C:24]1[CH:25]=[CH:26][CH:27]=[C:28]2[C:32]=1[NH:31][CH:30]=[CH:29]2. Product: [CH:8]1([CH:11]([C:13]2[CH:18]=[CH:17][C:16]([Cl:19])=[CH:15][C:14]=2[Cl:20])[C:29]2[C:28]3[C:32](=[C:24]([CH2:23][S:22][CH3:21])[CH:25]=[CH:26][CH:27]=3)[NH:31][CH:30]=2)[CH2:10][CH2:9]1. The catalyst class is: 4. (4) Reactant: C[O:2][C:3](=[O:23])[CH:4]([C:11]1[CH:16]=[CH:15][C:14]([S:17]([CH3:20])(=[O:19])=[O:18])=[C:13]([C:21]#[N:22])[CH:12]=1)[CH2:5][CH:6]1[CH2:10][CH2:9][CH2:8][CH2:7]1.[OH-].[Li+]. Product: [C:21]([C:13]1[CH:12]=[C:11]([CH:4]([CH2:5][CH:6]2[CH2:7][CH2:8][CH2:9][CH2:10]2)[C:3]([OH:23])=[O:2])[CH:16]=[CH:15][C:14]=1[S:17]([CH3:20])(=[O:18])=[O:19])#[N:22]. The catalyst class is: 7. (5) Reactant: [H-].[Na+].[Si:3]([O:20][CH2:21][C@H:22]1[CH2:27][CH2:26][C@H:25]([OH:28])[CH2:24][CH2:23]1)([C:16]([CH3:19])([CH3:18])[CH3:17])([C:10]1[CH:15]=[CH:14][CH:13]=[CH:12][CH:11]=1)[C:4]1[CH:9]=[CH:8][CH:7]=[CH:6][CH:5]=1.Br[CH2:30][C:31]([OH:33])=[O:32]. Product: [Si:3]([O:20][CH2:21][C@H:22]1[CH2:23][CH2:24][C@H:25]([O:28][CH2:30][C:31]([OH:33])=[O:32])[CH2:26][CH2:27]1)([C:16]([CH3:19])([CH3:17])[CH3:18])([C:10]1[CH:15]=[CH:14][CH:13]=[CH:12][CH:11]=1)[C:4]1[CH:5]=[CH:6][CH:7]=[CH:8][CH:9]=1. The catalyst class is: 6.